Dataset: Forward reaction prediction with 1.9M reactions from USPTO patents (1976-2016). Task: Predict the product of the given reaction. (1) Given the reactants N#N.[CH3:3][S:4](Cl)(=[O:6])=[O:5].[C:8]([O:12][C:13]([N:15]1[CH2:18][CH2:17][C@H:16]1[CH2:19][O:20][C:21]1[CH:22]=[C:23]([C:27]2[CH:28]=[C:29]([CH2:33][CH2:34][CH2:35][NH2:36])[CH:30]=[CH:31][CH:32]=2)[CH:24]=[N:25][CH:26]=1)=[O:14])([CH3:11])([CH3:10])[CH3:9].C(N(CC)CC)C.COC(C)=O, predict the reaction product. The product is: [C:8]([O:12][C:13]([N:15]1[CH2:18][CH2:17][C@H:16]1[CH2:19][O:20][C:21]1[CH:22]=[C:23]([C:27]2[CH:28]=[C:29]([CH2:33][CH2:34][CH2:35][NH:36][S:4]([CH3:3])(=[O:6])=[O:5])[CH:30]=[CH:31][CH:32]=2)[CH:24]=[N:25][CH:26]=1)=[O:14])([CH3:11])([CH3:10])[CH3:9]. (2) Given the reactants Br[C:2]1[CH:3]=[C:4]([C:8]2[CH:13]=[CH:12][CH:11]=[CH:10][CH:9]=2)[CH:5]=[CH:6][CH:7]=1.C([Li])CCC.[Cu]C#N.[CH3:22][C:23]1[CH2:28][CH:27]([CH3:29])[CH2:26][C:25](=[O:30])[C:24]=1[C:31]([O:33][CH3:34])=[O:32].[Cl-].[NH4+].[OH-].[NH4+], predict the reaction product. The product is: [C:8]1([C:4]2[CH:3]=[C:2]([C:23]3([CH3:22])[CH2:28][CH:27]([CH3:29])[CH2:26][C:25](=[O:30])[CH:24]3[C:31]([O:33][CH3:34])=[O:32])[CH:7]=[CH:6][CH:5]=2)[CH:9]=[CH:10][CH:11]=[CH:12][CH:13]=1. (3) Given the reactants Cl[C:2]1[N:7]=[C:6]([NH:8][C:9]2[CH:10]=[C:11]([CH2:15][C:16]#[N:17])[CH:12]=[CH:13][CH:14]=2)[CH:5]=[CH:4][N:3]=1.[CH:18]1([N:24]2[CH2:29][CH2:28][N:27]([CH:30]=[O:31])[CH2:26][CH2:25]2)[CH2:23][CH2:22][CH2:21][CH2:20][CH2:19]1.[OH-].[Na+].CO.C(Cl)Cl, predict the reaction product. The product is: [CH:18]1([N:24]2[CH2:25][CH2:26][N:27]([C:30]([C:12]3[CH:11]=[CH:10][C:9]([NH:8][C:2]4[N:7]=[C:6]([NH:8][C:9]5[CH:10]=[C:11]([CH2:15][C:16]#[N:17])[CH:12]=[CH:13][CH:14]=5)[CH:5]=[CH:4][N:3]=4)=[CH:14][CH:13]=3)=[O:31])[CH2:28][CH2:29]2)[CH2:19][CH2:20][CH2:21][CH2:22][CH2:23]1. (4) Given the reactants ClC1C=C(C=CC=1)C(OO)=O.[CH3:12][O:13][CH2:14][CH2:15][C:16]1[N:17]([CH2:29][CH2:30][CH2:31][CH2:32][NH:33][C:34](=[O:40])[O:35][C:36]([CH3:39])([CH3:38])[CH3:37])[C:18]2[C:27]3[N:26]=[CH:25][CH:24]=[CH:23][C:22]=3[N:21]=[CH:20][C:19]=2[N:28]=1.[OH-].[NH4+:42].C1(C)C=CC(S(Cl)(=O)=O)=CC=1, predict the reaction product. The product is: [NH2:42][C:20]1[C:19]2[N:28]=[C:16]([CH2:15][CH2:14][O:13][CH3:12])[N:17]([CH2:29][CH2:30][CH2:31][CH2:32][NH:33][C:34](=[O:40])[O:35][C:36]([CH3:37])([CH3:39])[CH3:38])[C:18]=2[C:27]2[N:26]=[CH:25][CH:24]=[CH:23][C:22]=2[N:21]=1. (5) Given the reactants CC(C)=O.[CH3:5][O:6][C:7](=[O:39])[CH2:8][N:9]([S:17]([C:20]1[CH:25]=[CH:24][CH:23]=[CH:22][C:21]=1[CH:26]([OH:38])[C:27]1[CH:35]=[C:34]([O:36][CH3:37])[C:30]2[O:31][CH2:32][O:33][C:29]=2[CH:28]=1)(=[O:19])=[O:18])[C:10]1[CH:15]=[CH:14][CH:13]=[CH:12][C:11]=1[CH3:16].CC(C)=O.OS(O)(=O)=O.O=[Cr](=O)=O.C(O)(C)C, predict the reaction product. The product is: [CH3:5][O:6][C:7](=[O:39])[CH2:8][N:9]([S:17]([C:20]1[CH:25]=[CH:24][CH:23]=[CH:22][C:21]=1[C:26]([C:27]1[CH:35]=[C:34]([O:36][CH3:37])[C:30]2[O:31][CH2:32][O:33][C:29]=2[CH:28]=1)=[O:38])(=[O:18])=[O:19])[C:10]1[CH:15]=[CH:14][CH:13]=[CH:12][C:11]=1[CH3:16]. (6) Given the reactants [C:1]1([CH2:7][CH2:8][CH2:9][CH2:10][CH2:11][CH2:12][CH2:13][CH3:14])[CH:6]=[CH:5][CH:4]=[CH:3][CH:2]=1.[Cl:15][S:16](O)(=[O:18])=[O:17], predict the reaction product. The product is: [CH2:7]([C:1]1[CH:6]=[CH:5][C:4]([S:16]([Cl:15])(=[O:18])=[O:17])=[CH:3][CH:2]=1)[CH2:8][CH2:9][CH2:10][CH2:11][CH2:12][CH2:13][CH3:14].